This data is from hERG Central: cardiac toxicity at 1µM, 10µM, and general inhibition. The task is: Predict hERG channel inhibition at various concentrations. (1) The drug is CCN(CC)CCOC(=O)C(c1ccccc1)c1ccccc1.Cl. Results: hERG_inhib (hERG inhibition (general)): blocker. (2) The molecule is O=C(NCCOc1ccccc1)C1CCC(=O)N(CCc2ccc(Cl)cc2)C1. Results: hERG_inhib (hERG inhibition (general)): blocker. (3) The molecule is O=P(O)(CCc1ccccn1)CN1CCCCC1. Results: hERG_inhib (hERG inhibition (general)): blocker.